From a dataset of Forward reaction prediction with 1.9M reactions from USPTO patents (1976-2016). Predict the product of the given reaction. (1) Given the reactants [CH2:1]([NH:5][C:6](=[O:18])[NH:7][C:8]1[N:12]([CH3:13])[N:11]=[C:10]([C:14]([O:16]C)=[O:15])[CH:9]=1)[CH:2]([CH3:4])[CH3:3].[Li+].[OH-].O, predict the reaction product. The product is: [CH2:1]([NH:5][C:6](=[O:18])[NH:7][C:8]1[N:12]([CH3:13])[N:11]=[C:10]([C:14]([OH:16])=[O:15])[CH:9]=1)[CH:2]([CH3:4])[CH3:3]. (2) Given the reactants [CH3:13][C:12]([O:11][C:9](O[C:9]([O:11][C:12]([CH3:15])([CH3:14])[CH3:13])=[O:10])=[O:10])([CH3:15])[CH3:14].[CH2:16]([O:23][C:24]([N:26]1[CH2:32][C@@H:31]([OH:33])[C@H:30]([NH2:34])[CH2:29][CH2:28][C@H:27]1[CH3:35])=[O:25])[C:17]1[CH:22]=[CH:21][CH:20]=[CH:19][CH:18]=1.C(N(CC)CC)C, predict the reaction product. The product is: [CH2:16]([O:23][C:24]([N:26]1[CH2:32][C@@H:31]([OH:33])[C@H:30]([NH:34][C:9]([O:11][C:12]([CH3:13])([CH3:14])[CH3:15])=[O:10])[CH2:29][CH2:28][C@H:27]1[CH3:35])=[O:25])[C:17]1[CH:18]=[CH:19][CH:20]=[CH:21][CH:22]=1. (3) The product is: [Cl:1][C:2]1[CH:7]=[CH:6][N:5]=[CH:4][C:3]=1[CH2:8][N:10]1[CH2:11][CH2:12][O:13][CH2:14][CH2:15]1. Given the reactants [Cl:1][C:2]1[CH:7]=[CH:6][N:5]=[CH:4][C:3]=1[C:8]([N:10]1[CH2:15][CH2:14][O:13][CH2:12][CH2:11]1)=O.CO, predict the reaction product. (4) Given the reactants [O:1]([Si:9]([C:12]([CH3:15])([CH3:14])[CH3:13])([CH3:11])[CH3:10])S(C(F)(F)F)(=O)=O.O[C@@H:17]1[CH2:21][N:20]([C:22]([O:24][C:25]([CH3:28])([CH3:27])[CH3:26])=[O:23])[C@@H:19]([C:29]([O:31][CH3:32])=[O:30])[CH2:18]1.C(N(CC)CC)C, predict the reaction product. The product is: [Si:9]([O:1][C@@H:17]1[CH2:21][N:20]([C:22]([O:24][C:25]([CH3:28])([CH3:27])[CH3:26])=[O:23])[C@@H:19]([C:29]([O:31][CH3:32])=[O:30])[CH2:18]1)([C:12]([CH3:15])([CH3:14])[CH3:13])([CH3:11])[CH3:10]. (5) Given the reactants [CH3:1][N:2]1[C:10]([C:11](=O)[CH3:12])=[C:9]2[C:4]([N:5]([C:14]3[C:19]([CH3:20])=[CH:18][C:17]([CH3:21])=[CH:16][C:15]=3[CH3:22])[CH2:6][CH2:7][CH2:8]2)=[N:3]1.Cl.[O:24]([NH2:26])[CH3:25].C(=O)([O-])[O-].[K+].[K+], predict the reaction product. The product is: [CH3:25][O:24][N:26]=[C:11]([C:10]1[N:2]([CH3:1])[N:3]=[C:4]2[C:9]=1[CH2:8][CH2:7][CH2:6][N:5]2[C:14]1[C:15]([CH3:22])=[CH:16][C:17]([CH3:21])=[CH:18][C:19]=1[CH3:20])[CH3:12].